Dataset: Forward reaction prediction with 1.9M reactions from USPTO patents (1976-2016). Task: Predict the product of the given reaction. (1) Given the reactants [CH2:1]([NH:9][C:10]1[N:15]=[C:14]([N:16]2[C:25]3[N:24]=[C:23]([C:26]4[CH:31]=[CH:30][CH:29]=[CH:28][CH:27]=4)[C:22](C(OCC)=O)=[CH:21][C:20]=3[CH2:19][CH2:18][CH2:17]2)[CH:13]=[CH:12][N:11]=1)[CH2:2][C:3]1[CH:8]=[CH:7][CH:6]=[CH:5][CH:4]=1.C[Mg]Br.C1C[O:43][CH2:42][CH2:41]1, predict the reaction product. The product is: [CH2:1]([NH:9][C:10]1[N:15]=[C:14]([N:16]2[C:25]3[N:24]=[C:23]([C:26]4[CH:27]=[CH:28][CH:29]=[CH:30][CH:31]=4)[C:22]([C:42](=[O:43])[CH3:41])=[CH:21][C:20]=3[CH2:19][CH2:18][CH2:17]2)[CH:13]=[CH:12][N:11]=1)[CH2:2][C:3]1[CH:8]=[CH:7][CH:6]=[CH:5][CH:4]=1. (2) Given the reactants [Cl:1][C:2]1[C:7]([C:8]([OH:10])=[O:9])=[CH:6][CH:5]=[C:4]([C:11]2[CH:16]=[C:15]([O:17][CH2:18][CH:19]([CH3:21])[CH3:20])[CH:14]=[C:13]([F:22])[CH:12]=2)[N:3]=1.S(Cl)(Cl)=O.[CH2:27](O)[CH3:28], predict the reaction product. The product is: [Cl:1][C:2]1[C:7]([C:8]([O:10][CH2:27][CH3:28])=[O:9])=[CH:6][CH:5]=[C:4]([C:11]2[CH:16]=[C:15]([O:17][CH2:18][CH:19]([CH3:20])[CH3:21])[CH:14]=[C:13]([F:22])[CH:12]=2)[N:3]=1.